From a dataset of Human liver microsome stability data. Regression/Classification. Given a drug SMILES string, predict its absorption, distribution, metabolism, or excretion properties. Task type varies by dataset: regression for continuous measurements (e.g., permeability, clearance, half-life) or binary classification for categorical outcomes (e.g., BBB penetration, CYP inhibition). Dataset: hlm. (1) The compound is Cc1cc(C2C=CN=CN2)c(C)s1. The result is 0 (unstable in human liver microsomes). (2) The molecule is Cn1c(Nc2ccc(Br)cc2F)c(C(=O)NOCCO)c2c1C(=O)CCC2. The result is 1 (stable in human liver microsomes). (3) The molecule is Cc1c2c(n3c1CCCN1C[C@@H](F)C[C@@H]1CNc1cc-3ccc1C(N)=O)CC(C)(C)CC2=O. The result is 1 (stable in human liver microsomes). (4) The drug is CCc1cccc(CC)c1-c1cc(OC)c2c(n1)CCCC2N(CC)c1cccc2ccccc12. The result is 0 (unstable in human liver microsomes). (5) The compound is COC(=O)Nc1ccc(-c2cnnc([C@H](Cc3ccccc3)NC(=O)C=Cc3cc(Cl)ccc3-n3cnnn3)c2)cc1. The result is 1 (stable in human liver microsomes). (6) The drug is COc1ccc2c(O[C@@H]3C[C@H]4C(=O)N[C@]5(C(=O)NS(=O)(=O)C6CC6)C[C@H]5C=CCCCCC[C@H](NC(=O)c5cc[nH]n5)C(=O)N4C3)cc(OC(C)C)nc2c1C. The result is 0 (unstable in human liver microsomes).